This data is from Full USPTO retrosynthesis dataset with 1.9M reactions from patents (1976-2016). The task is: Predict the reactants needed to synthesize the given product. (1) The reactants are: C(N(CC)CC)C.Cl.[NH2:9][CH2:10][C:11]1[CH:19]=[CH:18][CH:17]=[C:16]2[C:12]=1[C:13](=[O:29])[N:14]([CH:21]1[CH2:26][CH2:25][C:24](=[O:27])[NH:23][C:22]1=[O:28])[C:15]2=[O:20].[C:30]1([CH3:39])[CH:35]=[CH:34][CH:33]=[C:32]([C:36](Cl)=[O:37])[CH:31]=1. Given the product [O:28]=[C:22]1[CH:21]([N:14]2[C:13](=[O:29])[C:12]3[C:16](=[CH:17][CH:18]=[CH:19][C:11]=3[CH2:10][NH:9][C:36](=[O:37])[C:32]3[CH:33]=[CH:34][CH:35]=[C:30]([CH3:39])[CH:31]=3)[C:15]2=[O:20])[CH2:26][CH2:25][C:24](=[O:27])[NH:23]1, predict the reactants needed to synthesize it. (2) The reactants are: [F:1][C:2]1([F:17])[O:6][C:5]2[CH:7]=[CH:8][C:9]([C:11]3([C:14]([OH:16])=O)[CH2:13][CH2:12]3)=[CH:10][C:4]=2[O:3]1.F[P-](F)(F)(F)(F)F.CN(C(N(C)C)=[N+]1C2C(=NC=CC=2)[N+]([O-])=N1)C.[NH2:42][C@H:43]1[CH2:48][CH2:47][O:46][C@@H:45]([C:49]2[CH:58]=[CH:57][C:52]([C:53]([O:55][CH3:56])=[O:54])=[CH:51][C:50]=2[CH3:59])[CH2:44]1.C(N(C(C)C)C(C)C)C. Given the product [F:17][C:2]1([F:1])[O:6][C:5]2[CH:7]=[CH:8][C:9]([C:11]3([C:14]([NH:42][C@H:43]4[CH2:48][CH2:47][O:46][C@@H:45]([C:49]5[CH:58]=[CH:57][C:52]([C:53]([O:55][CH3:56])=[O:54])=[CH:51][C:50]=5[CH3:59])[CH2:44]4)=[O:16])[CH2:12][CH2:13]3)=[CH:10][C:4]=2[O:3]1, predict the reactants needed to synthesize it. (3) Given the product [Cl:1][C:2]1[CH:3]=[CH:4][C:5]([C:8]2[CH:9]=[N:10][CH:11]=[C:12]3[C:17]=2[N:16]=[C:15]([C:18]([N:46]([CH:47]2[CH2:48][CH2:49]2)[CH3:50])=[O:20])[CH:14]=[CH:13]3)=[CH:6][CH:7]=1, predict the reactants needed to synthesize it. The reactants are: [Cl:1][C:2]1[CH:7]=[CH:6][C:5]([C:8]2[CH:9]=[N:10][CH:11]=[C:12]3[C:17]=2[N:16]=[C:15]([C:18]([OH:20])=O)[CH:14]=[CH:13]3)=[CH:4][CH:3]=1.F[B-](F)(F)F.N1(OC(N(C)C)=[N+](C)C)C2C=CC=CC=2N=N1.C([N:46]([CH2:50]C)[CH:47]([CH3:49])[CH3:48])(C)C.C1(CN)CC1. (4) Given the product [Cl:1][C:2]1[CH:7]=[CH:6][CH:5]=[CH:4][C:3]=1[C:8]1[CH:13]=[CH:12][N:11]=[CH:10][C:9]=1[N:14]([CH2:15][CH:16]([F:18])[F:17])[C:24](=[O:25])[C:23]1[CH:27]=[C:28]([C:30]([F:31])([F:32])[F:33])[CH:29]=[C:21]([C:20]([F:19])([F:34])[F:35])[CH:22]=1, predict the reactants needed to synthesize it. The reactants are: [Cl:1][C:2]1[CH:7]=[CH:6][CH:5]=[CH:4][C:3]=1[C:8]1[CH:13]=[CH:12][N:11]=[CH:10][C:9]=1[NH:14][CH2:15][CH:16]([F:18])[F:17].[F:19][C:20]([F:35])([F:34])[C:21]1[CH:22]=[C:23]([CH:27]=[C:28]([C:30]([F:33])([F:32])[F:31])[CH:29]=1)[C:24](Cl)=[O:25]. (5) Given the product [NH2:16][C:14]1[CH:13]=[CH:12][C:3]([C:4]([NH:6][C@H:7]([CH3:11])[C:8]([OH:10])=[O:9])=[O:5])=[C:2]([F:1])[CH:15]=1, predict the reactants needed to synthesize it. The reactants are: [F:1][C:2]1[CH:15]=[C:14]([N+:16]([O-])=O)[CH:13]=[CH:12][C:3]=1[C:4]([NH:6][C@H:7]([CH3:11])[C:8]([OH:10])=[O:9])=[O:5].